Predict the reactants needed to synthesize the given product. From a dataset of Full USPTO retrosynthesis dataset with 1.9M reactions from patents (1976-2016). (1) The reactants are: [CH:1]1([CH2:7][N:8]2[C:16]3[C:11](=[CH:12][CH:13]=[CH:14][C:15]=3[Cl:17])[C:10]([C:18]([NH:20][NH2:21])=[O:19])=[CH:9]2)[CH2:6][CH2:5][CH2:4][CH2:3][CH2:2]1.C(=O)([O-])[O-].[K+].[K+].[Cl:28][CH2:29][C:30](Cl)=[O:31].C(=O)(O)[O-].[Na+]. Given the product [Cl:28][CH2:29][C:30]([N:20]([C:18]([C:10]1[C:11]2[C:16](=[C:15]([Cl:17])[CH:14]=[CH:13][CH:12]=2)[N:8]([CH2:7][CH:1]2[CH2:2][CH2:3][CH2:4][CH2:5][CH2:6]2)[CH:9]=1)=[O:19])[NH2:21])=[O:31], predict the reactants needed to synthesize it. (2) Given the product [Cl:17][C:18]1[CH:23]=[CH:22][C:21]([CH2:24][CH2:25][C:26]([OH:28])=[O:27])=[C:20]([O:29][C:9]2[CH:10]=[CH:11][C:6]([S:3]([CH2:1][CH3:2])(=[O:5])=[O:4])=[CH:7][C:8]=2[C:13]([F:16])([F:15])[F:14])[CH:19]=1, predict the reactants needed to synthesize it. The reactants are: [CH2:1]([S:3]([C:6]1[CH:11]=[CH:10][C:9](F)=[C:8]([C:13]([F:16])([F:15])[F:14])[CH:7]=1)(=[O:5])=[O:4])[CH3:2].[Cl:17][C:18]1[CH:23]=[CH:22][C:21]([CH2:24][CH2:25][C:26]([OH:28])=[O:27])=[C:20]([OH:29])[CH:19]=1. (3) Given the product [CH3:11][C:5]1[C:4]2[C:3]3[N:35]=[C:33]([NH:32][C:27]4[CH:28]=[CH:29][CH:30]=[CH:31][N:26]=4)[S:34][C:2]=3[CH2:10][CH2:9][C:8]=2[NH:7][N:6]=1, predict the reactants needed to synthesize it. The reactants are: Br[C:2]1(Br)[CH2:10][CH2:9][C:8]2[NH:7][N:6]=[C:5]([CH3:11])[C:4]=2[C:3]1=O.BrC1CCC2NN=C(C)C=2C1=O.[N:26]1[CH:31]=[CH:30][CH:29]=[CH:28][C:27]=1[NH:32][C:33]([NH2:35])=[S:34]. (4) The reactants are: Br[C:2]1[C:7]([CH3:8])=[CH:6][C:5]([N+:9]([O-:11])=[O:10])=[CH:4][N:3]=1.[CH:12]([O:15][C:16]1[CH:17]=[C:18](B(O)O)[CH:19]=[CH:20][CH:21]=1)([CH3:14])[CH3:13]. Given the product [CH:12]([O:15][C:16]1[CH:21]=[C:20]([C:2]2[C:7]([CH3:8])=[CH:6][C:5]([N+:9]([O-:11])=[O:10])=[CH:4][N:3]=2)[CH:19]=[CH:18][CH:17]=1)([CH3:14])[CH3:13], predict the reactants needed to synthesize it.